From a dataset of Peptide-MHC class I binding affinity with 185,985 pairs from IEDB/IMGT. Regression. Given a peptide amino acid sequence and an MHC pseudo amino acid sequence, predict their binding affinity value. This is MHC class I binding data. (1) The peptide sequence is DESGLNISGY. The MHC is HLA-B44:02 with pseudo-sequence HLA-B44:02. The binding affinity (normalized) is 0.125. (2) The peptide sequence is RVPVSCAVY. The MHC is HLA-A02:03 with pseudo-sequence HLA-A02:03. The binding affinity (normalized) is 0.0892. (3) The peptide sequence is DEVEFLGHY. The MHC is HLA-B58:01 with pseudo-sequence HLA-B58:01. The binding affinity (normalized) is 0. (4) The peptide sequence is MSPSYVKYRY. The MHC is Mamu-A01 with pseudo-sequence Mamu-A01. The binding affinity (normalized) is 0.521. (5) The MHC is BoLA-T2a with pseudo-sequence BoLA-T2a. The peptide sequence is SRLKPSSFK. The binding affinity (normalized) is 0.320.